This data is from Peptide-MHC class I binding affinity with 185,985 pairs from IEDB/IMGT. The task is: Regression. Given a peptide amino acid sequence and an MHC pseudo amino acid sequence, predict their binding affinity value. This is MHC class I binding data. (1) The peptide sequence is RKRRWRRR. The MHC is Mamu-B08 with pseudo-sequence Mamu-B08. The binding affinity (normalized) is 0.144. (2) The peptide sequence is ASDPSFPDI. The MHC is HLA-A24:03 with pseudo-sequence HLA-A24:03. The binding affinity (normalized) is 0.181.